From a dataset of Peptide-MHC class II binding affinity with 134,281 pairs from IEDB. Regression. Given a peptide amino acid sequence and an MHC pseudo amino acid sequence, predict their binding affinity value. This is MHC class II binding data. The peptide sequence is NPLIRHENRMVLAST. The MHC is DRB1_1501 with pseudo-sequence DRB1_1501. The binding affinity (normalized) is 0.898.